From a dataset of Reaction yield outcomes from USPTO patents with 853,638 reactions. Predict the reaction yield, written as a fraction of the theoretical maximum amount of product (1.0 means a 100% yield; for example, 0.34 means a 34% yield). (1) The reactants are C1([Li])C=CC=CC=1.Br[C:9]1[S:10][C:11]2[CH:17]=[CH:16][CH:15]=[CH:14][C:12]=2[N:13]=1.C([Li])(C)(C)C.[CH:23](N1CCCCC1)=[O:24].[NH4+:31].[Cl-]. The catalyst is C1CCCCC1.CCOCC.C1COCC1.CCCCC. The product is [NH2:31][C:9]1[S:10][C:11]2[CH:17]=[C:16]([CH:23]=[O:24])[CH:15]=[CH:14][C:12]=2[N:13]=1. The yield is 0.500. (2) The reactants are O[C:2]1[C:7]([N+]([O-])=O)=[CH:6][C:5]([F:11])=[CH:4][N:3]=1.[OH:12][C:13]1C=CC(F)=CN=1.NC1C=CC(OC)=NC=1. No catalyst specified. The product is [CH3:13][O:12][C:4]1[C:5]([F:11])=[CH:6][CH:7]=[CH:2][N:3]=1. The yield is 1.00. (3) The reactants are Br[C:2]1[N:7]=[C:6]2[N:8]([CH2:13][CH2:14][O:15][CH3:16])[C:9](=[O:12])[CH2:10][NH:11][C:5]2=[N:4][CH:3]=1.C[Sn](C)(C)[C:19]1[CH:20]=[CH:21][C:22]([C:25]([OH:28])([CH3:27])[CH3:26])=[N:23][CH:24]=1. The catalyst is CN(C)C=O.Cl[Pd](Cl)([P](C1C=CC=CC=1)(C1C=CC=CC=1)C1C=CC=CC=1)[P](C1C=CC=CC=1)(C1C=CC=CC=1)C1C=CC=CC=1. The product is [OH:28][C:25]([C:22]1[N:23]=[CH:24][C:19]([C:2]2[N:7]=[C:6]3[N:8]([CH2:13][CH2:14][O:15][CH3:16])[C:9](=[O:12])[CH2:10][NH:11][C:5]3=[N:4][CH:3]=2)=[CH:20][CH:21]=1)([CH3:27])[CH3:26]. The yield is 0.380. (4) The reactants are [CH3:1][C:2]1[C:3]([N:31]2[CH2:35][CH2:34][C@@H:33]([NH:36]C(=O)OC(C)(C)C)[CH2:32]2)=[N:4][C:5]([C:8]2[C:16]3[C:11](=[CH:12][N:13]=[C:14]([C:17]4[CH:18]=[N:19][CH:20]=[CH:21][CH:22]=4)[CH:15]=3)[N:10](COCC[Si](C)(C)C)[N:9]=2)=[CH:6][CH:7]=1.Cl. The product is [CH3:1][C:2]1[C:3]([N:31]2[CH2:35][CH2:34][C@@H:33]([NH2:36])[CH2:32]2)=[N:4][C:5]([C:8]2[C:16]3[C:11](=[CH:12][N:13]=[C:14]([C:17]4[CH:18]=[N:19][CH:20]=[CH:21][CH:22]=4)[CH:15]=3)[NH:10][N:9]=2)=[CH:6][CH:7]=1. The catalyst is CO.O1CCOCC1. The yield is 0.569. (5) The reactants are [C:1]([N:9]=[C:10]=[S:11])(=[O:8])[C:2]1[CH:7]=[CH:6][CH:5]=[CH:4][CH:3]=1.[NH:12]1[CH2:17][CH2:16][O:15][CH2:14][CH2:13]1. The catalyst is ClCCl. The product is [NH2:9][C:10]([NH2:12])=[S:11].[C:1]([N:12]1[CH2:17][CH2:16][O:15][CH2:14][CH2:13]1)(=[O:8])[C:2]1[CH:7]=[CH:6][CH:5]=[CH:4][CH:3]=1. The yield is 0.820. (6) The reactants are [O:1]=[C:2]1[C:6]2([CH2:11][CH2:10][NH:9][CH2:8][CH2:7]2)[N:5]([C:12]2[CH:17]=[CH:16][CH:15]=[CH:14][CH:13]=2)[CH2:4][N:3]1[C:18]1[CH:30]=[CH:29][CH:28]=[CH:27][C:19]=1[C:20]([O:22][C:23]([CH3:26])([CH3:25])[CH3:24])=[O:21].I[CH2:32][CH2:33][CH2:34][C:35]([C:37]1[CH:42]=[CH:41][CH:40]=[CH:39][CH:38]=1)=[O:36].C(=O)([O-])[O-].[K+].[K+]. The catalyst is CN(C)C=O. The product is [O:1]=[C:2]1[C:6]2([CH2:7][CH2:8][N:9]([CH2:32][CH2:33][CH2:34][C:35](=[O:36])[C:37]3[CH:42]=[CH:41][CH:40]=[CH:39][CH:38]=3)[CH2:10][CH2:11]2)[N:5]([C:12]2[CH:13]=[CH:14][CH:15]=[CH:16][CH:17]=2)[CH2:4][N:3]1[C:18]1[CH:30]=[CH:29][CH:28]=[CH:27][C:19]=1[C:20]([O:22][C:23]([CH3:24])([CH3:25])[CH3:26])=[O:21]. The yield is 0.820.